From a dataset of Full USPTO retrosynthesis dataset with 1.9M reactions from patents (1976-2016). Predict the reactants needed to synthesize the given product. (1) The reactants are: [Cl:1][C:2]1[CH:7]=[CH:6][CH:5]=[CH:4][C:3]=1[C:8]1[N:26]([CH2:27][C@H:28]2[CH2:33][CH2:32][CH2:31][N:30](C(OC(C)(C)C)=O)[CH2:29]2)[C:11]2[N:12]=[C:13]([NH:16][CH2:17][C:18]3[CH:23]=[CH:22][C:21]([F:24])=[C:20]([F:25])[CH:19]=3)[N:14]=[CH:15][C:10]=2[CH:9]=1.C(O)(C(F)(F)F)=O. Given the product [Cl:1][C:2]1[CH:7]=[CH:6][CH:5]=[CH:4][C:3]=1[C:8]1[N:26]([CH2:27][C@H:28]2[CH2:33][CH2:32][CH2:31][NH:30][CH2:29]2)[C:11]2[N:12]=[C:13]([NH:16][CH2:17][C:18]3[CH:23]=[CH:22][C:21]([F:24])=[C:20]([F:25])[CH:19]=3)[N:14]=[CH:15][C:10]=2[CH:9]=1, predict the reactants needed to synthesize it. (2) Given the product [Br:1][C:2]1[CH:9]=[CH:8][C:5]([N:6]([CH3:7])[CH2:17][CH2:18][OH:19])=[CH:4][CH:3]=1, predict the reactants needed to synthesize it. The reactants are: [Br:1][C:2]1[CH:9]=[CH:8][C:5]([NH:6][CH3:7])=[CH:4][CH:3]=1.C([O-])([O-])=O.[K+].[K+].Br[CH2:17][CH2:18][OH:19]. (3) Given the product [CH3:15][O:14][C:13]1[CH:12]=[C:11]2[C:4]([CH2:5][C:6]3[CH:10]=[N:9][NH:8][C:7]=32)=[CH:3][C:2]=1[CH:31]=[O:32], predict the reactants needed to synthesize it. The reactants are: Br[C:2]1[CH:3]=[C:4]2[C:11](=[CH:12][C:13]=1[O:14][CH3:15])[C:7]1[NH:8][N:9]=[CH:10][C:6]=1[CH2:5]2.[Li]C1C=CC=CC=1.[Li]C(CC)C.CN([CH:31]=[O:32])C. (4) The reactants are: [CH2:1]1[C:4]2([CH2:7][NH:6][CH2:5]2)[CH2:3][N:2]1[CH2:8][CH2:9][N:10]1[CH2:15][CH2:14][O:13][CH2:12][CH2:11]1.CCN(C(C)C)C(C)C.Cl[C:26]1([C:38]2[CH:43]=[C:42]([O:44][CH3:45])[CH:41]=[CH:40][C:39]=2[O:46][CH2:47][CH3:48])[C:34]2[C:29](=[CH:30][CH:31]=[C:32]([C:35]#[N:36])[CH:33]=2)[NH:28][C:27]1=[O:37].CO.C(Cl)Cl. Given the product [CH2:47]([O:46][C:39]1[CH:40]=[CH:41][C:42]([O:44][CH3:45])=[CH:43][C:38]=1[C:26]1([N:6]2[CH2:7][C:4]3([CH2:3][N:2]([CH2:8][CH2:9][N:10]4[CH2:11][CH2:12][O:13][CH2:14][CH2:15]4)[CH2:1]3)[CH2:5]2)[C:34]2[C:29](=[CH:30][CH:31]=[C:32]([C:35]#[N:36])[CH:33]=2)[NH:28][C:27]1=[O:37])[CH3:48], predict the reactants needed to synthesize it. (5) Given the product [F:25][C:22]1[CH:23]=[CH:24][C:19]([C:15]2[CH:14]=[N:13][NH:12][C:17](=[O:18])[CH:16]=2)=[CH:20][CH:21]=1, predict the reactants needed to synthesize it. The reactants are: [Cl-].[Al+3].[Cl-].[Cl-].C([N:12]1[C:17](=[O:18])[CH:16]=[C:15]([C:19]2[CH:24]=[CH:23][C:22]([F:25])=[CH:21][CH:20]=2)[CH:14]=[N:13]1)C1C=CC=CC=1. (6) The reactants are: [CH3:1][C:2]1([CH3:21])[NH:6][C:5](=[O:7])[N:4]([C:8]([C:10]2[C:19]3[C:14](=[CH:15][CH:16]=[CH:17][CH:18]=3)[CH:13]=[CH:12][CH:11]=2)=[O:9])[C:3]1=[O:20].[H-].[Na+].[Cl:24][C:25]1[CH:26]=[C:27]([CH:30]=[CH:31][CH:32]=1)[CH2:28]Br.C(OCC)(=O)C. Given the product [Cl:24][C:25]1[CH:26]=[C:27]([CH:30]=[CH:31][CH:32]=1)[CH2:28][N:6]1[C:2]([CH3:21])([CH3:1])[C:3](=[O:20])[N:4]([C:8]([C:10]2[C:19]3[C:14](=[CH:15][CH:16]=[CH:17][CH:18]=3)[CH:13]=[CH:12][CH:11]=2)=[O:9])[C:5]1=[O:7], predict the reactants needed to synthesize it. (7) Given the product [CH2:1]([O:3][C:4]([C:5]1[O:18][C:10]2[C:9]([C:7](=[O:8])[C:6]=1[C:19]1[CH:24]=[CH:23][C:22]([F:25])=[CH:21][CH:20]=1)=[CH:14][C:13]([CH2:15][CH3:16])=[C:12]([OH:17])[CH:11]=2)=[O:27])[CH3:2], predict the reactants needed to synthesize it. The reactants are: [CH2:1]([O:3][C:4](=[O:27])[C:5](=O)[CH:6]([C:19]1[CH:24]=[CH:23][C:22]([F:25])=[CH:21][CH:20]=1)[C:7]([C:9]1[CH:14]=[C:13]([CH2:15][CH3:16])[C:12]([OH:17])=[CH:11][C:10]=1[OH:18])=[O:8])[CH3:2].CCOC(C)=O.CCCCCC.